This data is from Full USPTO retrosynthesis dataset with 1.9M reactions from patents (1976-2016). The task is: Predict the reactants needed to synthesize the given product. (1) Given the product [CH3:1][C:2]1[CH:7]=[CH:6][N:5]=[CH:4][C:3]=1[N:8]1[CH2:12][CH2:11][N:10]([C:15]2[CH:16]=[C:17]3[C:22](=[CH:23][CH:24]=2)[N:21]=[CH:20][CH:19]=[N:18]3)[C:9]1=[O:13], predict the reactants needed to synthesize it. The reactants are: [CH3:1][C:2]1[CH:7]=[CH:6][N:5]=[CH:4][C:3]=1[N:8]1[CH2:12][CH2:11][NH:10][C:9]1=[O:13].Br[C:15]1[CH:16]=[C:17]2[C:22](=[CH:23][CH:24]=1)[N:21]=[CH:20][CH:19]=[N:18]2.N[C@@H]1CCCC[C@H]1N.P([O-])([O-])([O-])=O.[K+].[K+].[K+]. (2) The reactants are: [OH:1][C:2]1[C:3]2[N:4]([C:9]([C:13]([O:15][CH2:16][CH3:17])=[O:14])=[C:10]([CH3:12])[N:11]=2)[CH:5]=[C:6]([CH3:8])[CH:7]=1.Br[CH2:19][C:20]1[C:25]([F:26])=[C:24]([F:27])[CH:23]=[CH:22][C:21]=1[F:28].C(=O)([O-])[O-].[Cs+].[Cs+].O. Given the product [CH3:12][C:10]1[N:11]=[C:3]2[C:2]([O:1][CH2:19][C:20]3[C:21]([F:28])=[CH:22][CH:23]=[C:24]([F:27])[C:25]=3[F:26])=[CH:7][C:6]([CH3:8])=[CH:5][N:4]2[C:9]=1[C:13]([O:15][CH2:16][CH3:17])=[O:14], predict the reactants needed to synthesize it. (3) Given the product [C:44]([O:48][C:49]([N:51]1[CH2:60][CH2:59][C:58]2[C:53](=[CH:54][C:55]([CH2:61][CH2:62][I:1])=[CH:56][CH:57]=2)[CH2:52]1)=[O:50])([CH3:47])([CH3:46])[CH3:45], predict the reactants needed to synthesize it. The reactants are: [I:1]I.C1(P(C2C=CC=CC=2)C2C=CC=CC=2)C=CC=CC=1.N1C=CC=CC=1.OCCC1C=C2C(CCN(C(O)=O)C2)=CC=1.[C:44]([O:48][C:49]([N:51]1[CH2:60][CH2:59][C:58]2[C:53](=[CH:54][C:55]([CH2:61][CH2:62]O)=[CH:56][CH:57]=2)[CH2:52]1)=[O:50])([CH3:47])([CH3:46])[CH3:45]. (4) Given the product [Br:28][C:10]1[N:9]2[CH:13]=[C:14]([C:16]([O:18][CH2:19][CH3:20])=[O:17])[N:15]=[C:8]2[C:7]([N:4]2[CH2:3][CH2:2][O:1][CH2:6][CH2:5]2)=[N:12][CH:11]=1, predict the reactants needed to synthesize it. The reactants are: [O:1]1[CH2:6][CH2:5][N:4]([C:7]2[C:8]3[N:9]([CH:13]=[C:14]([C:16]([O:18][CH2:19][CH3:20])=[O:17])[N:15]=3)[CH:10]=[CH:11][N:12]=2)[CH2:3][CH2:2]1.C1C(=O)N([Br:28])C(=O)C1. (5) Given the product [ClH:37].[CH2:21]([NH:28][C@H:10]([CH3:11])[CH2:9][C:6]1[CH:7]=[CH:8][C:3]([O:2][CH3:1])=[CH:4][CH:5]=1)[C:22]1[CH:27]=[CH:26][CH:25]=[CH:24][CH:23]=1, predict the reactants needed to synthesize it. The reactants are: [CH3:1][O:2][C:3]1[CH:8]=[CH:7][C:6]([CH2:9][C:10](=O)[CH3:11])=[CH:5][CH:4]=1.O.O.O.C([O-])(=O)C.[Na+].[CH2:21]([NH2:28])[C:22]1[CH:27]=[CH:26][CH:25]=[CH:24][CH:23]=1.[BH4-].[Na+].[OH-].[Na+].CC(O)C.[ClH:37]. (6) The reactants are: [Cl:1][C:2]1[CH:3]=[C:4]2[C:9](=[CH:10][C:11]=1[C:12]([N:14]1[CH2:18][CH2:17][CH2:16][CH2:15]1)=[O:13])[N:8]=[CH:7][N:6]=[C:5]2[NH:19][CH:20]([C:26]1[N:30](C(OC(C)(C)C)=O)[C:29]2[CH:38]=[CH:39][C:40]([Cl:42])=[CH:41][C:28]=2[N:27]=1)[CH2:21][CH2:22][C:23](O)=[O:24].[NH2:43][CH:44]1[CH2:49][CH2:48][CH2:47][CH2:46][N:45]1C(OC(C)(C)C)=O.CN(C(ON1N=NC2C=CC=CC1=2)=[N+](C)C)C.[B-](F)(F)(F)F.FC(F)(F)C(O)=O. Given the product [Cl:1][C:2]1[CH:3]=[C:4]2[C:9](=[CH:10][C:11]=1[C:12]([N:14]1[CH2:15][CH2:16][CH2:17][CH2:18]1)=[O:13])[N:8]=[CH:7][N:6]=[C:5]2[NH:19][CH:20]([C:26]1[NH:30][C:29]2[CH:38]=[CH:39][C:40]([Cl:42])=[CH:41][C:28]=2[N:27]=1)[CH2:21][CH2:22][C:23]([NH:43][CH:44]1[CH2:49][CH2:48][CH2:47][CH2:46][NH:45]1)=[O:24], predict the reactants needed to synthesize it. (7) Given the product [NH2:1][C:4]1[C:5]([O:19][C:20]2[CH:21]=[C:22]([CH:25]=[CH:26][CH:27]=2)[C:23]#[N:24])=[N:6][C:7]([O:10][C:11]2[CH:12]=[C:13]([CH:16]=[CH:17][CH:18]=2)[C:14]#[N:15])=[CH:8][CH:9]=1, predict the reactants needed to synthesize it. The reactants are: [N+:1]([C:4]1[C:5]([O:19][C:20]2[CH:21]=[C:22]([CH:25]=[CH:26][CH:27]=2)[C:23]#[N:24])=[N:6][C:7]([O:10][C:11]2[CH:12]=[C:13]([CH:16]=[CH:17][CH:18]=2)[C:14]#[N:15])=[CH:8][CH:9]=1)([O-])=O.[H][H].